Dataset: Forward reaction prediction with 1.9M reactions from USPTO patents (1976-2016). Task: Predict the product of the given reaction. Given the reactants F[C:2]1[CH:7]=[C:6]([C:8]2[CH:13]=[CH:12][N:11]=[C:10]([NH:14][CH:15]3[CH2:20][CH2:19][O:18][CH2:17][CH2:16]3)[CH:9]=2)[CH:5]=[CH:4][N:3]=1.Cl.[OH-:22].[Na+], predict the reaction product. The product is: [O:18]1[CH2:19][CH2:20][CH:15]([NH:14][C:10]2[CH:9]=[C:8]([C:6]3[CH:5]=[CH:4][NH:3][C:2](=[O:22])[CH:7]=3)[CH:13]=[CH:12][N:11]=2)[CH2:16][CH2:17]1.